Dataset: HIV replication inhibition screening data with 41,000+ compounds from the AIDS Antiviral Screen. Task: Binary Classification. Given a drug SMILES string, predict its activity (active/inactive) in a high-throughput screening assay against a specified biological target. The molecule is O=C(CC1C=CCS1(=O)=O)NCc1ccccc1. The result is 0 (inactive).